The task is: Predict the product of the given reaction.. This data is from Forward reaction prediction with 1.9M reactions from USPTO patents (1976-2016). (1) Given the reactants [CH2:1]([C@H:8]1[N:13]([C:14]([C:16]2[CH:20]=[C:19]([CH3:21])[N:18]([C:22]3[CH:27]=[CH:26][CH:25]=[C:24]([OH:28])[CH:23]=3)[C:17]=2[C:29]2[CH:34]=[CH:33][CH:32]=[CH:31][CH:30]=2)=[O:15])[CH2:12][CH2:11][N:10]([C:35]([O:37][C:38]([CH3:41])([CH3:40])[CH3:39])=[O:36])[CH2:9]1)[C:2]1[CH:7]=[CH:6][CH:5]=[CH:4][CH:3]=1.C(=O)([O-])[O-].[K+].[K+].CN(C=O)C.CC1C=CC(S(O[CH:64]2[CH2:69][CH2:68][S:67](=[O:71])(=[O:70])[CH2:66][CH2:65]2)(=O)=O)=CC=1, predict the reaction product. The product is: [CH2:1]([C@H:8]1[N:13]([C:14]([C:16]2[CH:20]=[C:19]([CH3:21])[N:18]([C:22]3[CH:27]=[CH:26][CH:25]=[C:24]([O:28][CH:64]4[CH2:69][CH2:68][S:67](=[O:71])(=[O:70])[CH2:66][CH2:65]4)[CH:23]=3)[C:17]=2[C:29]2[CH:34]=[CH:33][CH:32]=[CH:31][CH:30]=2)=[O:15])[CH2:12][CH2:11][N:10]([C:35]([O:37][C:38]([CH3:41])([CH3:40])[CH3:39])=[O:36])[CH2:9]1)[C:2]1[CH:7]=[CH:6][CH:5]=[CH:4][CH:3]=1. (2) Given the reactants [ClH:1].C([N:9]1[CH2:14][C@H:13]([CH2:15][Cl:16])[C@@H:12]([OH:17])[C@H:11]([OH:18])[CH2:10]1)C1C=CC=CC=1, predict the reaction product. The product is: [Cl:16][CH2:15][C@H:13]1[CH2:14][NH:9][CH2:10][C@@H:11]([OH:18])[C@@H:12]1[OH:17].[ClH:1]. (3) Given the reactants [C:1]([C:9]1[CH:10]=[C:11]([CH:17]=[CH:18][CH:19]=1)[C:12]([O:14][CH2:15][CH3:16])=[O:13])(=[O:8])[C:2]1[CH:7]=[CH:6][CH:5]=[CH:4][CH:3]=1.[BH4-].[Na+], predict the reaction product. The product is: [OH:8][CH:1]([C:2]1[CH:7]=[CH:6][CH:5]=[CH:4][CH:3]=1)[C:9]1[CH:10]=[C:11]([CH:17]=[CH:18][CH:19]=1)[C:12]([O:14][CH2:15][CH3:16])=[O:13]. (4) Given the reactants [OH:1][C:2]1[CH:3]=[C:4]([CH:7]=[CH:8][CH:9]=1)[CH:5]=[O:6].C(O[Cl:15])(C)(C)C, predict the reaction product. The product is: [Cl:15][C:3]1[C:2]([OH:1])=[CH:9][CH:8]=[CH:7][C:4]=1[CH:5]=[O:6]. (5) Given the reactants [F:1][C:2]([F:15])([F:14])[C:3]1[CH:4]=[C:5]([CH:11]=[CH:12][CH:13]=1)[CH2:6][NH:7][C:8]([NH2:10])=[O:9].[C:16]([N:24]=[C:25]=[S:26])(=[O:23])[C:17]1[CH:22]=[CH:21][CH:20]=[CH:19][CH:18]=1, predict the reaction product. The product is: [F:1][C:2]([F:14])([F:15])[C:3]1[CH:4]=[C:5]([CH:11]=[CH:12][CH:13]=1)[CH2:6][NH:7][C:8](=[O:9])[NH:10][C:25]([NH:24][C:16](=[O:23])[C:17]1[CH:18]=[CH:19][CH:20]=[CH:21][CH:22]=1)=[S:26]. (6) Given the reactants C(OC([N:8]1[CH2:13][CH2:12][N:11]([C:14]2[CH:19]=[CH:18][C:17]([C:20](=[O:32])[NH:21][C:22]3[CH:27]=[CH:26][C:25]([C:28]([CH3:31])([CH3:30])[CH3:29])=[CH:24][CH:23]=3)=[CH:16][N:15]=2)[CH2:10][CH2:9]1)=O)(C)(C)C, predict the reaction product. The product is: [C:28]([C:25]1[CH:24]=[CH:23][C:22]([NH:21][C:20](=[O:32])[C:17]2[CH:18]=[CH:19][C:14]([N:11]3[CH2:12][CH2:13][NH:8][CH2:9][CH2:10]3)=[N:15][CH:16]=2)=[CH:27][CH:26]=1)([CH3:31])([CH3:29])[CH3:30]. (7) Given the reactants FC(F)(F)S(O[C:7]1[C:16]([CH3:17])=[CH:15][C:14]2[C:9](=[CH:10][CH:11]=[CH:12][CH:13]=2)[C:8]=1[C:18]1[C:27]2[C:22]3=[C:23]([CH2:28][CH2:29][O:30][C:21]3=[CH:20][CH:19]=1)[CH:24]=[CH:25][N:26]=2)(=O)=O.[CH2:33]([Sn](CCCC)(CCCC)C=C)[CH2:34]CC.[Li+].[Cl-], predict the reaction product. The product is: [CH3:17][C:16]1[C:7]([CH:33]=[CH2:34])=[C:8]([C:18]2[C:27]3[C:22]4=[C:23]([CH2:28][CH2:29][O:30][C:21]4=[CH:20][CH:19]=2)[CH:24]=[CH:25][N:26]=3)[C:9]2[C:14]([CH:15]=1)=[CH:13][CH:12]=[CH:11][CH:10]=2. (8) Given the reactants [Cl:1][C:2]1[C:10]2[C:5](=[CH:6][CH:7]=[CH:8][CH:9]=2)[N:4]([C:11]2[CH:24]=[CH:23][C:14]([CH2:15][NH:16][C:17]([C:19]3([NH2:22])[CH2:21][CH2:20]3)=[O:18])=[CH:13][CH:12]=2)[C:3]=1[C:25]1[N:29]=[C:28]([CH3:30])[O:27][N:26]=1.[CH3:31][O:32][C:33]1[CH:37]=[C:36]([C:38](O)=[O:39])[O:35][N:34]=1.CN(C(ON1N=NC2C=CC=CC1=2)=[N+](C)C)C.F[P-](F)(F)(F)(F)F.C(N(CC)C(C)C)(C)C, predict the reaction product. The product is: [Cl:1][C:2]1[C:10]2[C:5](=[CH:6][CH:7]=[CH:8][CH:9]=2)[N:4]([C:11]2[CH:24]=[CH:23][C:14]([CH2:15][NH:16][C:17]([C:19]3([NH:22][C:38]([C:36]4[O:35][N:34]=[C:33]([O:32][CH3:31])[CH:37]=4)=[O:39])[CH2:21][CH2:20]3)=[O:18])=[CH:13][CH:12]=2)[C:3]=1[C:25]1[N:29]=[C:28]([CH3:30])[O:27][N:26]=1. (9) Given the reactants [CH3:1][O:2][C:3](=[O:31])[CH:4]=[CH:5][C:6]1[CH:7]=[N:8][C:9]([NH:12][C:13](=[O:30])[CH:14]([NH:18][C:19](=[O:29])[CH2:20][C:21]2[CH:26]=[C:25]([F:27])[CH:24]=[C:23]([F:28])[CH:22]=2)[CH2:15][CH2:16][CH3:17])=[CH:10][CH:11]=1, predict the reaction product. The product is: [CH3:1][O:2][C:3](=[O:31])[CH2:4][CH2:5][C:6]1[CH:7]=[N:8][C:9]([NH:12][C:13](=[O:30])[CH:14]([NH:18][C:19](=[O:29])[CH2:20][C:21]2[CH:26]=[C:25]([F:27])[CH:24]=[C:23]([F:28])[CH:22]=2)[CH2:15][CH2:16][CH3:17])=[CH:10][CH:11]=1.